From a dataset of Reaction yield outcomes from USPTO patents with 853,638 reactions. Predict the reaction yield, written as a fraction of the theoretical maximum amount of product (1.0 means a 100% yield; for example, 0.34 means a 34% yield). (1) The reactants are [Cl:1][C:2]1[CH:3]=[C:4]([CH:7]=[CH:8][C:9]=1[O:10][CH2:11][C:12]1[CH:13]=[N:14][C:15]([O:19][CH3:20])=[C:16]([Cl:18])[CH:17]=1)[C:5]#[N:6].C(=O)([O-])[O-:22].[K+].[K+].OO. The catalyst is CS(C)=O. The product is [Cl:1][C:2]1[CH:3]=[C:4]([CH:7]=[CH:8][C:9]=1[O:10][CH2:11][C:12]1[CH:13]=[N:14][C:15]([O:19][CH3:20])=[C:16]([Cl:18])[CH:17]=1)[C:5]([NH2:6])=[O:22]. The yield is 0.440. (2) The reactants are [CH3:1][S@:2]([C:4]1[CH:9]=[CH:8][C:7]([CH3:10])=[CH:6][CH:5]=1)=[O:3].C1CCCCC1.[Cl:17][C:18]1[CH:19]=[C:20]([C:27]([CH3:36])([CH3:35])[CH2:28][C:29](=[O:34])[C:30]([F:33])([F:32])[F:31])[C:21]2[O:25][CH2:24][CH2:23][C:22]=2[CH:26]=1.C1COCC1. No catalyst specified. The product is [Cl:17][C:18]1[CH:19]=[C:20]([C:27]([CH3:36])([CH3:35])[CH2:28][C@:29]([CH2:1][S@:2]([C:4]2[CH:9]=[CH:8][C:7]([CH3:10])=[CH:6][CH:5]=2)=[O:3])([OH:34])[C:30]([F:31])([F:32])[F:33])[C:21]2[O:25][CH2:24][CH2:23][C:22]=2[CH:26]=1.[Cl:17][C:18]1[CH:19]=[C:20]([C:27]([CH3:36])([CH3:35])[CH2:28][C@@:29]([CH2:1][S@:2]([C:4]2[CH:9]=[CH:8][C:7]([CH3:10])=[CH:6][CH:5]=2)=[O:3])([OH:34])[C:30]([F:31])([F:32])[F:33])[C:21]2[O:25][CH2:24][CH2:23][C:22]=2[CH:26]=1. The yield is 0.550. (3) The reactants are [CH3:1][C:2](=[CH2:6])[CH2:3][CH2:4]Br.BrCCBr.[Mg].CC(=C)CC[Mg]Br.Br[CH2:20][C:21]([CH2:23][CH2:24][Cl:25])=[CH2:22].[Cl-].[NH4+]. The catalyst is [Cu]I.P(OCC)(OCC)OCC.O1CCCC1. The product is [CH3:1][C:2](=[CH2:6])[CH2:3][CH2:4][CH2:22][C:21](=[CH2:20])[CH2:23][CH2:24][Cl:25]. The yield is 0.980. (4) The reactants are Br[C:2]1[CH:3]=[C:4]2[CH:10]=[CH:9][NH:8][C:5]2=[N:6][CH:7]=1.[CH3:11][O:12][C:13]1[CH:14]=[C:15](B(O)O)[CH:16]=[C:17]([O:21][CH3:22])[C:18]=1[O:19][CH3:20].C([O-])([O-])=O.[Na+].[Na+].CCOC(C)=O. The catalyst is CC#N.Cl[Pd](Cl)([P](C1C=CC=CC=1)(C1C=CC=CC=1)C1C=CC=CC=1)[P](C1C=CC=CC=1)(C1C=CC=CC=1)C1C=CC=CC=1. The product is [CH3:22][O:21][C:17]1[CH:16]=[C:15]([C:2]2[CH:3]=[C:4]3[CH:10]=[CH:9][NH:8][C:5]3=[N:6][CH:7]=2)[CH:14]=[C:13]([O:12][CH3:11])[C:18]=1[O:19][CH3:20]. The yield is 0.840. (5) The reactants are [F:1][C:2]1[CH:7]=[CH:6][C:5]([NH:8][C:9]([C:11]2[CH:19]=[CH:18][C:14]([C:15]([OH:17])=O)=[CH:13][CH:12]=2)=[O:10])=[CH:4][CH:3]=1.N=C=N.[CH:23]1[CH:24]=[CH:25][C:26]2N(O)N=[N:29][C:27]=2[CH:28]=1.CCN(C(C)C)C(C)C.CC1CCCCN1.C(=O)([O-])[O-]. The catalyst is CN(C=O)C.O. The product is [F:1][C:2]1[CH:3]=[CH:4][C:5]([NH:8][C:9](=[O:10])[C:11]2[CH:12]=[CH:13][C:14]([C:15]([N:29]3[CH2:25][CH2:24][CH2:23][CH2:28][CH:27]3[CH3:26])=[O:17])=[CH:18][CH:19]=2)=[CH:6][CH:7]=1. The yield is 0.950. (6) The reactants are CO.[CH3:3][O:4][C:5](=[O:17])[C:6]1[CH:11]=[CH:10][C:9]([O:12][C:13](=[O:15])[CH3:14])=[CH:8][C:7]=1[OH:16].[CH:18]1C=CC(P(C2C=CC=CC=2)C2C=CC=CC=2)=CC=1.CCOC(/N=N/C(OCC)=O)=O. The catalyst is ClCCl. The product is [CH3:3][O:4][C:5](=[O:17])[C:6]1[CH:11]=[CH:10][C:9]([O:12][C:13](=[O:15])[CH3:14])=[CH:8][C:7]=1[O:16][CH3:18]. The yield is 1.00. (7) The reactants are [F:1][C:2]1[CH:7]=[CH:6][C:5]([C@@H:8]2[CH2:12][NH:11][C@H:10]([C:13]([OH:15])=[O:14])[CH2:9]2)=[CH:4][CH:3]=1.C([O-])(O)=O.[Na+].[CH3:21][C:22]([O:25][C:26](O[C:26]([O:25][C:22]([CH3:24])([CH3:23])[CH3:21])=[O:27])=[O:27])([CH3:24])[CH3:23].Cl. The catalyst is O.O1CCOCC1. The product is [C:22]([O:25][C:26]([N:11]1[CH2:12][C@@H:8]([C:5]2[CH:6]=[CH:7][C:2]([F:1])=[CH:3][CH:4]=2)[CH2:9][C@H:10]1[C:13]([OH:15])=[O:14])=[O:27])([CH3:24])([CH3:23])[CH3:21]. The yield is 0.270. (8) The reactants are [CH3:1][N:2]1[CH:6]=[C:5]([C:7]2[C:11]([CH3:12])=[C:10]([NH2:13])[N:9]([C:14]3[CH:19]=[CH:18][CH:17]=[CH:16][CH:15]=3)[N:8]=2)[CH:4]=[N:3]1.[OH-].[Na+].[C:22](Cl)(=[O:30])[O:23][C:24]1[CH:29]=[CH:28][CH:27]=[CH:26][CH:25]=1. The yield is 0.814. The catalyst is CCOC(C)=O. The product is [CH3:1][N:2]1[CH:6]=[C:5]([C:7]2[C:11]([CH3:12])=[C:10]([NH:13][C:22](=[O:30])[O:23][C:24]3[CH:29]=[CH:28][CH:27]=[CH:26][CH:25]=3)[N:9]([C:14]3[CH:19]=[CH:18][CH:17]=[CH:16][CH:15]=3)[N:8]=2)[CH:4]=[N:3]1. (9) The reactants are Br[CH2:2][C:3]([C:5]1[C:10]([CH3:11])=[CH:9][C:8]([C:12]2[CH:17]=[CH:16][CH:15]=[CH:14][CH:13]=2)=[CH:7][C:6]=1[CH3:18])=O.[NH2:19][C:20]([NH2:22])=[S:21]. The catalyst is CCO. The product is [CH3:18][C:6]1[CH:7]=[C:8]([C:12]2[CH:17]=[CH:16][CH:15]=[CH:14][CH:13]=2)[CH:9]=[C:10]([CH3:11])[C:5]=1[C:3]1[N:19]=[C:20]([NH2:22])[S:21][CH:2]=1. The yield is 0.280. (10) The reactants are [Cl:1][C:2]1[CH:11]=[C:10]2[C:5]([C:6]([C:28]3[CH:33]=[CH:32][CH:31]=[CH:30][CH:29]=3)=[C:7]([CH2:13][C:14]([NH:16][C:17]3[CH:22]=[CH:21][C:20]([Cl:23])=[CH:19][C:18]=3[C:24]([F:27])([F:26])[F:25])=[O:15])[C:8](=[O:12])[O:9]2)=[CH:4][C:3]=1[CH2:34][C:35]#[N:36]. The catalyst is C1COCC1.[Co]. The product is [NH2:36][CH2:35][CH2:34][C:3]1[CH:4]=[C:5]2[C:10](=[CH:11][C:2]=1[Cl:1])[O:9][C:8](=[O:12])[C:7]([CH2:13][C:14]([NH:16][C:17]1[CH:22]=[CH:21][C:20]([Cl:23])=[CH:19][C:18]=1[C:24]([F:26])([F:27])[F:25])=[O:15])=[C:6]2[C:28]1[CH:33]=[CH:32][CH:31]=[CH:30][CH:29]=1. The yield is 0.270.